Task: Regression. Given a peptide amino acid sequence and an MHC pseudo amino acid sequence, predict their binding affinity value. This is MHC class I binding data.. Dataset: Peptide-MHC class I binding affinity with 185,985 pairs from IEDB/IMGT (1) The peptide sequence is AILGVLATL. The MHC is HLA-B15:01 with pseudo-sequence HLA-B15:01. The binding affinity (normalized) is 0.0920. (2) The peptide sequence is AINIALIAV. The MHC is HLA-A02:06 with pseudo-sequence HLA-A02:06. The binding affinity (normalized) is 0.397. (3) The peptide sequence is FQPMNGQFI. The MHC is H-2-Kb with pseudo-sequence H-2-Kb. The binding affinity (normalized) is 0.0352. (4) The peptide sequence is GLPRIVARQIV. The MHC is Mamu-B03 with pseudo-sequence Mamu-B03. The binding affinity (normalized) is 0.